This data is from NCI-60 drug combinations with 297,098 pairs across 59 cell lines. The task is: Regression. Given two drug SMILES strings and cell line genomic features, predict the synergy score measuring deviation from expected non-interaction effect. (1) Drug 1: C1=NC2=C(N=C(N=C2N1C3C(C(C(O3)CO)O)O)F)N. Drug 2: CCN(CC)CCNC(=O)C1=C(NC(=C1C)C=C2C3=C(C=CC(=C3)F)NC2=O)C. Cell line: A549. Synergy scores: CSS=-0.882, Synergy_ZIP=-0.645, Synergy_Bliss=-3.01, Synergy_Loewe=-3.33, Synergy_HSA=-3.77. (2) Drug 1: COC1=C(C=C2C(=C1)N=CN=C2NC3=CC(=C(C=C3)F)Cl)OCCCN4CCOCC4. Drug 2: C1CNP(=O)(OC1)N(CCCl)CCCl. Cell line: KM12. Synergy scores: CSS=15.6, Synergy_ZIP=-0.471, Synergy_Bliss=9.70, Synergy_Loewe=-19.6, Synergy_HSA=3.05.